From a dataset of Forward reaction prediction with 1.9M reactions from USPTO patents (1976-2016). Predict the product of the given reaction. (1) Given the reactants [F:1][C:2]1[CH:10]=[C:9]([OH:11])[CH:8]=[CH:7][C:3]=1[C:4]([OH:6])=O.[NH:12]1[CH2:16][CH2:15][CH2:14][C@H:13]1[CH2:17][N:18]1[CH2:22][CH2:21][CH2:20][CH2:19]1, predict the reaction product. The product is: [F:1][C:2]1[CH:10]=[C:9]([OH:11])[CH:8]=[CH:7][C:3]=1[C:4]([N:12]1[CH2:16][CH2:15][CH2:14][C@H:13]1[CH2:17][N:18]1[CH2:22][CH2:21][CH2:20][CH2:19]1)=[O:6]. (2) Given the reactants Br[CH2:2][C:3]1[CH:12]=[CH:11][C:6]2[N:7]([CH3:10])[N:8]=[N:9][C:5]=2[CH:4]=1.[CH3:13][C:14]1[N:19]=[C:18]([SH:20])[N:17]=[C:16]([OH:21])[CH:15]=1.C(N(CC)CC)C.CCOCC, predict the reaction product. The product is: [CH3:13][C:14]1[N:19]=[C:18]([S:20][CH2:2][C:3]2[CH:12]=[CH:11][C:6]3[N:7]([CH3:10])[N:8]=[N:9][C:5]=3[CH:4]=2)[N:17]=[C:16]([OH:21])[CH:15]=1. (3) Given the reactants [CH3:1][O:2][C:3]([C:5]1[CH:13]=[C:12]2[C:8]([CH:9]=[CH:10][NH:11]2)=[CH:7][CH:6]=1)=[O:4].[F:14][CH:15]([F:25])[O:16][C:17]1[CH:24]=[CH:23][C:20]([CH2:21]Br)=[CH:19][CH:18]=1.[H-].[Na+], predict the reaction product. The product is: [CH3:1][O:2][C:3]([C:5]1[CH:13]=[C:12]2[C:8]([CH:9]=[CH:10][N:11]2[CH2:21][C:20]2[CH:19]=[CH:18][C:17]([O:16][CH:15]([F:14])[F:25])=[CH:24][CH:23]=2)=[CH:7][CH:6]=1)=[O:4]. (4) The product is: [C:11]1([CH:17]2[O:22][C@H:21]3[CH2:23][C@@H:24]([N:1]4[CH:8]=[CH:7][C:5](=[O:6])[NH:4][C:2]4=[O:3])[CH2:25][O:26][C@@H:20]3[CH2:19][O:18]2)[CH:12]=[CH:13][CH:14]=[CH:15][CH:16]=1. Given the reactants [NH:1]1[CH:8]=[CH:7][C:5](=[O:6])[NH:4][C:2]1=[O:3].[H-].[Na+].[C:11]1([CH:17]2[O:22][C@H:21]3[CH2:23][C@H:24](OS(C4C=CC(C)=CC=4)(=O)=O)[CH2:25][O:26][C@@H:20]3[CH2:19][O:18]2)[CH:16]=[CH:15][CH:14]=[CH:13][CH:12]=1, predict the reaction product. (5) Given the reactants [OH:1][CH:2]([CH3:22])[CH2:3][N:4]([CH2:18][CH:19]([OH:21])[CH3:20])[S:5]([C:8]1[CH:13]=[CH:12][C:11]([NH:14]C(=O)C)=[CH:10][CH:9]=1)(=[O:7])=[O:6].[N:23]([O-])=O.[Na+].[CH2:27]([N:31]1[C:36]([OH:37])=[C:35](C)[C:34]([CH3:39])=[C:33]([C:40]#[N:41])[C:32]1=[O:42])[CH2:28][CH2:29][CH3:30].OP([O-])([O-])=O.[K+].[K+].C([O-])(O)=O.[Na+], predict the reaction product. The product is: [CH2:27]([N:31]1[C:32](=[O:42])[C:33]([C:40]#[N:41])=[C:34]([CH3:39])[C:35]([N:23]=[N:14][C:11]2[CH:10]=[CH:9][C:8]([S:5]([N:4]([CH2:3][CH:2]([OH:1])[CH3:22])[CH2:18][CH:19]([OH:21])[CH3:20])(=[O:6])=[O:7])=[CH:13][CH:12]=2)=[C:36]1[OH:37])[CH2:28][CH2:29][CH3:30]. (6) Given the reactants FC(F)(F)C([O-])=O.[Cl:8][C:9]1[CH:10]=[CH:11][C:12]([C:17]2[CH:21]=[N:20][S:19][N:18]=2)=[C:13]([CH:16]=1)[CH2:14][NH3+:15].[C:22]([O:26][C:27]([NH:29][C@H:30]([CH:41]1[CH2:46][CH2:45][CH2:44][CH2:43][CH2:42]1)[C:31]([N:33]1[CH2:40][CH2:39][CH2:38][C@H:34]1[C:35](O)=[O:36])=[O:32])=[O:28])([CH3:25])([CH3:24])[CH3:23].C1C=NC2N(O)N=NC=2C=1.CN1CCOCC1.C(Cl)CCl, predict the reaction product. The product is: [C:22]([O:26][C:27]([NH:29][C@H:30]([CH:41]1[CH2:42][CH2:43][CH2:44][CH2:45][CH2:46]1)[C:31]([N:33]1[CH2:40][CH2:39][CH2:38][C@H:34]1[C:35]([NH:15][CH2:14][C:13]1[CH:16]=[C:9]([Cl:8])[CH:10]=[CH:11][C:12]=1[C:17]1[CH:21]=[N:20][S:19][N:18]=1)=[O:36])=[O:32])=[O:28])([CH3:25])([CH3:23])[CH3:24]. (7) Given the reactants [C:1]([O:4][C:5]1[C:6](=[O:16])[O:7][C:8]([CH2:11][O:12][C:13](=[O:15])[CH3:14])=[CH:9][CH:10]=1)(=[O:3])[CH3:2].C(Cl)(Cl)Cl, predict the reaction product. The product is: [C:1]([O:4][CH:5]1[C:6](=[O:16])[O:7][CH:8]([CH2:11][O:12][C:13](=[O:15])[CH3:14])[CH2:9][CH2:10]1)(=[O:3])[CH3:2]. (8) Given the reactants [CH3:1][O:2][C:3]1[CH:4]=[CH:5][C:6]2[C:12]3[C:13]([O:21][CH3:22])=[C:14]([O:19][CH3:20])[C:15]([O:17][CH3:18])=[CH:16][C:11]=3[CH2:10][O:9][CH2:8][C:7]=2[C:23]=1[OH:24].N1C=CC=CC=1.[F:31][C:32]([F:45])([F:44])[S:33](O[S:33]([C:32]([F:45])([F:44])[F:31])(=[O:35])=[O:34])(=[O:35])=[O:34].C(OCC)(=O)C, predict the reaction product. The product is: [F:31][C:32]([F:45])([F:44])[S:33]([O:24][C:23]1[C:7]2[CH2:8][O:9][CH2:10][C:11]3[CH:16]=[C:15]([O:17][CH3:18])[C:14]([O:19][CH3:20])=[C:13]([O:21][CH3:22])[C:12]=3[C:6]=2[CH:5]=[CH:4][C:3]=1[O:2][CH3:1])(=[O:35])=[O:34]. (9) Given the reactants [H-].[Na+].[F:3][C:4]([F:11])([F:10])[C:5]([O:7]CC)=O.[C:12]([C:15]1[CH:25]=[C:24]([CH3:26])[C:18]2[O:19][CH2:20][C:21](=[O:23])[NH:22][C:17]=2[CH:16]=1)(=[O:14])[CH3:13].Cl, predict the reaction product. The product is: [F:11][C:4]([F:3])([F:10])[C:5](=[O:7])[CH2:13][C:12]([C:15]1[CH:25]=[C:24]([CH3:26])[C:18]2[O:19][CH2:20][C:21](=[O:23])[NH:22][C:17]=2[CH:16]=1)=[O:14].